This data is from Reaction yield outcomes from USPTO patents with 853,638 reactions. The task is: Predict the reaction yield, written as a fraction of the theoretical maximum amount of product (1.0 means a 100% yield; for example, 0.34 means a 34% yield). (1) The reactants are [C:1]1([C:7]2[S:8][C:9]3[CH2:15][CH2:14][C:13]4=[C:16]([C:23]([O:25]CC)=[O:24])[S:17][C:18]([S:19][CH2:20][CH2:21][CH3:22])=[C:12]4[C:10]=3[N:11]=2)[CH:6]=[CH:5][CH:4]=[CH:3][CH:2]=1.C(O)C.[OH-].[Na+].Cl. The catalyst is O.O1CCCC1. The product is [C:1]1([C:7]2[S:8][C:9]3[CH2:15][CH2:14][C:13]4=[C:16]([C:23]([OH:25])=[O:24])[S:17][C:18]([S:19][CH2:20][CH2:21][CH3:22])=[C:12]4[C:10]=3[N:11]=2)[CH:6]=[CH:5][CH:4]=[CH:3][CH:2]=1. The yield is 0.985. (2) The product is [Cl:2][C:3]1[CH:8]=[CH:7][C:6]([C@@H:9]([C:21]2[CH:22]=[CH:23][C:24]([CH:27]3[CH2:28][CH2:29][NH:30][CH2:31][CH2:32]3)=[CH:25][CH:26]=2)[CH2:10]/[C:11](/[C:12]2[CH:17]=[CH:16][N:15]=[C:14]([CH3:18])[CH:13]=2)=[N:19]\[OH:20])=[C:5]([CH3:40])[CH:4]=1. The yield is 0.450. The reactants are Cl.[Cl:2][C:3]1[CH:8]=[CH:7][C:6]([C@@H:9]([C:21]2[CH:26]=[CH:25][C:24]([CH:27]3[CH2:32][CH2:31][N:30](C(OC(C)(C)C)=O)[CH2:29][CH2:28]3)=[CH:23][CH:22]=2)[CH2:10]/[C:11](=[N:19]\[OH:20])/[C:12]2[CH:17]=[CH:16][N:15]=[C:14]([CH3:18])[CH:13]=2)=[C:5]([CH3:40])[CH:4]=1. The catalyst is O1CCOCC1.